From a dataset of Forward reaction prediction with 1.9M reactions from USPTO patents (1976-2016). Predict the product of the given reaction. (1) Given the reactants [CH3:1][O:2][C:3]1[CH:12]=[CH:11][C:10]2[C:5](=[CH:6][CH:7]=[CH:8][CH:9]=2)[C:4]=1B1OC(C)(C)C(C)(C)O1.[Cl:22][C:23]1[CH:24]=[C:25]([CH2:29][N:30]2[CH:34]=[CH:33][N:32]=[C:31]2[CH3:35])[N:26]=[N:27][CH:28]=1, predict the reaction product. The product is: [ClH:22].[CH3:1][O:2][C:3]1[CH:12]=[CH:11][C:10]2[C:5](=[CH:6][CH:7]=[CH:8][CH:9]=2)[C:4]=1[C:23]1[CH:24]=[C:25]([CH2:29][N:30]2[CH:34]=[CH:33][N:32]=[C:31]2[CH3:35])[N:26]=[N:27][CH:28]=1. (2) Given the reactants [CH2:1]1[CH:3]2[CH2:4][C:5]3[C:6]([O:11][C:12]4[N:13]=[N:14][C:15]([Cl:19])=[CH:16][C:17]=4Cl)=[CH:7][CH:8]=[CH:9][C:10]=3[CH:2]12.[OH-:20].[Na+], predict the reaction product. The product is: [CH2:1]1[CH:3]2[CH2:4][C:5]3[C:6]([O:11][C:12]4[N:13]=[N:14][C:15]([Cl:19])=[CH:16][C:17]=4[OH:20])=[CH:7][CH:8]=[CH:9][C:10]=3[CH:2]12.